The task is: Predict which catalyst facilitates the given reaction.. This data is from Catalyst prediction with 721,799 reactions and 888 catalyst types from USPTO. (1) The catalyst class is: 128. Product: [CH2:12]([C:2]1[C:7]([O:8][CH2:9][O:10][CH3:11])=[CH:6][CH:5]=[CH:4][N:3]=1)[CH3:13]. Reactant: Cl[C:2]1[C:7]([O:8][CH2:9][O:10][CH3:11])=[CH:6][CH:5]=[CH:4][N:3]=1.[CH2:12](OB(OCC)OCC)[CH3:13].C([O-])([O-])=O.[K+].[K+]. (2) Reactant: [Br:1][C:2]1[CH:3]=[C:4]([CH2:8][CH2:9][CH2:10][C:11]([CH3:14])(O)[CH3:12])[CH:5]=[CH:6][CH:7]=1.OS(O)(=O)=O. Product: [Br:1][C:2]1[CH:3]=[C:4]2[C:5](=[CH:6][CH:7]=1)[C:11]([CH3:14])([CH3:12])[CH2:10][CH2:9][CH2:8]2. The catalyst class is: 6. (3) Reactant: [H-].[Na+].[Br:3][C:4]1[N:5]=[CH:6][C:7]([NH2:10])=[N:8][CH:9]=1.Cl.Cl[CH2:13][CH2:14][N:15]([CH3:17])[CH3:16].[Cl-].[Na+]. Product: [Br:3][C:4]1[N:5]=[CH:6][C:7]([NH:10][CH2:13][CH2:14][N:15]([CH3:17])[CH3:16])=[N:8][CH:9]=1. The catalyst class is: 42. (4) Reactant: CCN(C(C)C)[CH:4]([CH3:6])[CH3:5].CCN=C=NCCCN(C)C.[CH:21]1[CH:22]=[CH:23][C:24]2N(O)N=N[C:25]=2[CH:26]=1. Product: [CH2:5]1[C:24]2[C:25](=[CH:26][CH:21]=[CH:22][CH:23]=2)[CH2:6][CH2:4]1. The catalyst class is: 2. (5) Reactant: [NH2:1][CH:2]([CH2:11][C:12]1[CH:17]=[CH:16][C:15]([N+:18]([O-:20])=[O:19])=[CH:14][CH:13]=1)[C:3]([NH:5][CH2:6][CH2:7][CH2:8][CH2:9][CH3:10])=[O:4].C(N(CC)CC)C.[CH3:28][S:29](Cl)(=[O:31])=[O:30]. Product: [CH3:28][S:29]([NH:1][CH:2]([CH2:11][C:12]1[CH:13]=[CH:14][C:15]([N+:18]([O-:20])=[O:19])=[CH:16][CH:17]=1)[C:3]([NH:5][CH2:6][CH2:7][CH2:8][CH2:9][CH3:10])=[O:4])(=[O:31])=[O:30]. The catalyst class is: 2. (6) Reactant: C(N(CC)CC)C.[NH2:8][C:9]1[CH:10]=[N:11][C:12]2[C:17]([C:18]=1[Cl:19])=[CH:16][CH:15]=[CH:14][CH:13]=2.[CH2:20]([O:22][CH2:23][C:24](Cl)=[O:25])[CH3:21].C(=O)(O)[O-].[Na+]. Product: [Cl:19][C:18]1[C:17]2[C:12](=[CH:13][CH:14]=[CH:15][CH:16]=2)[N:11]=[CH:10][C:9]=1[NH:8][C:24](=[O:25])[CH2:23][O:22][CH2:20][CH3:21]. The catalyst class is: 4.